This data is from Full USPTO retrosynthesis dataset with 1.9M reactions from patents (1976-2016). The task is: Predict the reactants needed to synthesize the given product. (1) Given the product [C:1]([SiH2:5][O:6][C:7]([CH3:17])([CH3:16])[C@H:8]1[CH2:9][CH2:10][C@H:11]([CH2:14][O:15][S:19]([CH3:18])(=[O:21])=[O:20])[CH2:12][CH2:13]1)([CH3:4])([CH3:3])[CH3:2], predict the reactants needed to synthesize it. The reactants are: [C:1]([SiH2:5][O:6][C:7]([CH3:17])([CH3:16])[C@H:8]1[CH2:13][CH2:12][C@H:11]([CH2:14][OH:15])[CH2:10][CH2:9]1)([CH3:4])([CH3:3])[CH3:2].[CH3:18][S:19](Cl)(=[O:21])=[O:20].CCN(CC)CC. (2) Given the product [O:7]=[C:5]1[CH2:6][O:1][C:2]2[CH:11]=[CH:10][C:9]([S:12]([Cl:16])(=[O:14])=[O:13])=[CH:8][C:3]=2[NH:4]1, predict the reactants needed to synthesize it. The reactants are: [O:1]1[CH2:6][C:5](=[O:7])[NH:4][C:3]2[CH:8]=[CH:9][CH:10]=[CH:11][C:2]1=2.[S:12]([Cl:16])(=O)(=[O:14])[OH:13]. (3) Given the product [Cl:1][C:2]1[C:3]([N:11]2[C:15]([N:16]([CH2:17][CH:18]3[CH2:20][CH2:19]3)[C:25](=[O:26])[C:24]([F:35])([F:34])[F:23])=[C:14]([C:21]#[N:22])[CH:13]=[N:12]2)=[N:4][N:5]2[CH2:10][CH2:9][CH2:8][CH2:7][C:6]=12, predict the reactants needed to synthesize it. The reactants are: [Cl:1][C:2]1[C:3]([N:11]2[C:15]([NH:16][CH2:17][CH:18]3[CH2:20][CH2:19]3)=[C:14]([C:21]#[N:22])[CH:13]=[N:12]2)=[N:4][N:5]2[CH2:10][CH2:9][CH2:8][CH2:7][C:6]=12.[F:23][C:24]([F:35])([F:34])[C:25](O[C:25](=[O:26])[C:24]([F:35])([F:34])[F:23])=[O:26].O. (4) The reactants are: Cl[C:2]1[N:3]=[N:4][C:5]([CH3:8])=[CH:6][CH:7]=1.[C:9]([C:11]1[CH:16]=[CH:15]C(OB(O)O)=[CH:13][CH:12]=1)#[N:10].[C:21](=O)([O-])[O-].[Na+].[Na+]. Given the product [CH3:21][C:2]1[N:3]=[N:4][C:5]([C:8]2[CH:15]=[CH:16][C:11]([C:9]#[N:10])=[CH:12][CH:13]=2)=[CH:6][CH:7]=1, predict the reactants needed to synthesize it.